Dataset: NCI-60 drug combinations with 297,098 pairs across 59 cell lines. Task: Regression. Given two drug SMILES strings and cell line genomic features, predict the synergy score measuring deviation from expected non-interaction effect. (1) Synergy scores: CSS=76.1, Synergy_ZIP=4.80, Synergy_Bliss=4.82, Synergy_Loewe=7.89, Synergy_HSA=10.9. Drug 1: CC1=C2C(C(=O)C3(C(CC4C(C3C(C(C2(C)C)(CC1OC(=O)C(C(C5=CC=CC=C5)NC(=O)OC(C)(C)C)O)O)OC(=O)C6=CC=CC=C6)(CO4)OC(=O)C)OC)C)OC. Drug 2: CC1=C2C(C(=O)C3(C(CC4C(C3C(C(C2(C)C)(CC1OC(=O)C(C(C5=CC=CC=C5)NC(=O)OC(C)(C)C)O)O)OC(=O)C6=CC=CC=C6)(CO4)OC(=O)C)O)C)O. Cell line: OVCAR3. (2) Synergy scores: CSS=19.7, Synergy_ZIP=-7.07, Synergy_Bliss=-0.767, Synergy_Loewe=1.60, Synergy_HSA=1.45. Drug 1: CCC1(CC2CC(C3=C(CCN(C2)C1)C4=CC=CC=C4N3)(C5=C(C=C6C(=C5)C78CCN9C7C(C=CC9)(C(C(C8N6C=O)(C(=O)OC)O)OC(=O)C)CC)OC)C(=O)OC)O.OS(=O)(=O)O. Cell line: BT-549. Drug 2: C1CN(CCN1C(=O)CCBr)C(=O)CCBr. (3) Drug 1: CC12CCC(CC1=CCC3C2CCC4(C3CC=C4C5=CN=CC=C5)C)O. Drug 2: CCC1(CC2CC(C3=C(CCN(C2)C1)C4=CC=CC=C4N3)(C5=C(C=C6C(=C5)C78CCN9C7C(C=CC9)(C(C(C8N6C)(C(=O)OC)O)OC(=O)C)CC)OC)C(=O)OC)O.OS(=O)(=O)O. Cell line: HOP-62. Synergy scores: CSS=35.2, Synergy_ZIP=7.19, Synergy_Bliss=8.66, Synergy_Loewe=-6.10, Synergy_HSA=7.86. (4) Drug 1: C1CCC(CC1)NC(=O)N(CCCl)N=O. Drug 2: C1=CC=C(C=C1)NC(=O)CCCCCCC(=O)NO. Cell line: DU-145. Synergy scores: CSS=34.7, Synergy_ZIP=-3.83, Synergy_Bliss=2.36, Synergy_Loewe=-13.2, Synergy_HSA=2.79. (5) Drug 1: C1=CC(=CC=C1C#N)C(C2=CC=C(C=C2)C#N)N3C=NC=N3. Drug 2: C1=CN(C(=O)N=C1N)C2C(C(C(O2)CO)O)O.Cl. Cell line: OVCAR-8. Synergy scores: CSS=41.2, Synergy_ZIP=3.83, Synergy_Bliss=4.50, Synergy_Loewe=-7.00, Synergy_HSA=5.49. (6) Drug 1: CC(C1=C(C=CC(=C1Cl)F)Cl)OC2=C(N=CC(=C2)C3=CN(N=C3)C4CCNCC4)N. Drug 2: COC1=C2C(=CC3=C1OC=C3)C=CC(=O)O2. Cell line: SN12C. Synergy scores: CSS=8.64, Synergy_ZIP=-0.937, Synergy_Bliss=2.80, Synergy_Loewe=-6.54, Synergy_HSA=0.157. (7) Drug 1: CN1C(=O)N2C=NC(=C2N=N1)C(=O)N. Drug 2: CC1CCCC2(C(O2)CC(NC(=O)CC(C(C(=O)C(C1O)C)(C)C)O)C(=CC3=CSC(=N3)C)C)C. Cell line: SW-620. Synergy scores: CSS=47.4, Synergy_ZIP=1.18, Synergy_Bliss=-1.91, Synergy_Loewe=-33.7, Synergy_HSA=-1.83.